This data is from Forward reaction prediction with 1.9M reactions from USPTO patents (1976-2016). The task is: Predict the product of the given reaction. (1) The product is: [CH2:1]([CH:8]([C:9](=[O:21])[CH2:10][CH2:11][C:12]1[CH:17]=[CH:16][C:15]([OH:18])=[C:14]([O:19][CH3:20])[CH:13]=1)[C:22](=[O:34])[CH2:23][CH2:24][C:25]1[CH:30]=[CH:29][C:28]([OH:31])=[C:27]([O:32][CH3:33])[CH:26]=1)[C:2]1[CH:7]=[CH:6][CH:5]=[CH:4][CH:3]=1. Given the reactants [CH2:1]([CH:8]([C:22](=[O:34])[CH:23]=[CH:24][C:25]1[CH:30]=[CH:29][C:28]([OH:31])=[C:27]([O:32][CH3:33])[CH:26]=1)[C:9](=[O:21])[CH:10]=[CH:11][C:12]1[CH:17]=[CH:16][C:15]([OH:18])=[C:14]([O:19][CH3:20])[CH:13]=1)[C:2]1[CH:7]=[CH:6][CH:5]=[CH:4][CH:3]=1, predict the reaction product. (2) Given the reactants Cl[C:2]1[CH:3]=[C:4]([NH:10][C:11]2[N:16]=[CH:15][C:14]([CH:17]3[CH2:22][CH2:21][N:20]([CH2:23][CH3:24])[CH2:19][CH2:18]3)=[CH:13][CH:12]=2)[C:5](=[O:9])[N:6]([CH3:8])[N:7]=1.C([O:28][CH2:29][C:30]1[C:35](B2OC(C)(C)C(C)(C)O2)=[CH:34][CH:33]=[CH:32][C:31]=1[N:45]1[N:54]=[CH:53][C:52]2[C:47](=[CH:48][CH:49]=[C:50]([C:55]([CH3:58])([CH3:57])[CH3:56])[CH:51]=2)[C:46]1=[O:59])(=O)C.[O-]P([O-])([O-])=O.[K+].[K+].[K+].CC(C1C=C(C(C)C)C(C2C=CC=CC=2P(C2CCCCC2)C2CCCCC2)=C(C(C)C)C=1)C, predict the reaction product. The product is: [C:55]([C:50]1[CH:51]=[C:52]2[C:47](=[CH:48][CH:49]=1)[C:46](=[O:59])[N:45]([C:31]1[CH:32]=[CH:33][CH:34]=[C:35]([C:2]3[CH:3]=[C:4]([NH:10][C:11]4[N:16]=[CH:15][C:14]([CH:17]5[CH2:22][CH2:21][N:20]([CH2:23][CH3:24])[CH2:19][CH2:18]5)=[CH:13][CH:12]=4)[C:5](=[O:9])[N:6]([CH3:8])[N:7]=3)[C:30]=1[CH2:29][OH:28])[N:54]=[CH:53]2)([CH3:58])([CH3:56])[CH3:57]. (3) Given the reactants [C:1]([N:4]1[CH2:8][CH:7]([N:9]=[N+]=[N-])[CH2:6][CH:5]1[CH2:12][OH:13])(=[O:3])[CH3:2].[H][H], predict the reaction product. The product is: [C:1]([N:4]1[CH2:8][C@@H:7]([NH2:9])[CH2:6][C@H:5]1[CH2:12][OH:13])(=[O:3])[CH3:2]. (4) The product is: [F:11][C:8]1[CH:9]=[CH:10][C:5]([C:3]2[N:18]=[C:13]3[CH:14]=[CH:15][CH:16]=[CH:17][N:12]3[CH:2]=2)=[CH:6][CH:7]=1. Given the reactants Br[CH2:2][C:3]([C:5]1[CH:10]=[CH:9][C:8]([F:11])=[CH:7][CH:6]=1)=O.[N:12]1[CH:17]=[CH:16][CH:15]=[CH:14][C:13]=1[NH2:18], predict the reaction product. (5) The product is: [CH2:1]([O:8][C:9]1[CH:10]=[C:11]2[C:16](=[CH:17][C:18]=1[O:19][CH3:20])[CH:15](/[CH:21]=[CH:53]/[C:49]1[CH:48]=[C:47]3[C:52](=[CH:51][CH:50]=1)[O:43][CH2:44][CH2:45][CH2:46]3)[NH:14][CH2:13][CH2:12]2)[C:2]1[CH:7]=[CH:6][CH:5]=[CH:4][CH:3]=1. Given the reactants [CH2:1]([O:8][C:9]1[CH:10]=[C:11]2[C:16](=[CH:17][C:18]=1[O:19][CH3:20])[CH:15]([CH2:21]S(C1N(C3C=CC=CC=3)N=NN=1)(=O)=O)[N:14](C(OC(C)(C)C)=O)[CH2:13][CH2:12]2)[C:2]1[CH:7]=[CH:6][CH:5]=[CH:4][CH:3]=1.[O:43]1[C:52]2[C:47](=[CH:48][C:49]([CH:53]=O)=[CH:50][CH:51]=2)[CH2:46][CH2:45][CH2:44]1.C[Si]([N-][Si](C)(C)C)(C)C.[Li+], predict the reaction product. (6) Given the reactants Cl.[OH:2][CH:3]1[O:11][C@H:10]([CH2:12][OH:13])[C@@H:8]([OH:9])[C@H:6]([OH:7])[C@H:4]1[NH2:5].C(N(CC)CC)C.[F:21][C:22]([F:33])([F:32])[C:23](O[C:23](=[O:24])[C:22]([F:33])([F:32])[F:21])=[O:24].O, predict the reaction product. The product is: [F:21][C:22]([F:33])([F:32])[C:23]([NH:5][C@@H:4]1[C@@H:6]([OH:7])[C@H:8]([OH:9])[C@@H:10]([CH2:12][OH:13])[O:11][CH:3]1[OH:2])=[O:24]. (7) Given the reactants [Cl:1][C:2]1[N:3]=[N:4][C:5]([Cl:12])=[CH:6][C:7]=1[C:8]([NH:10][CH3:11])=[O:9].[NH4+:13].[OH-], predict the reaction product. The product is: [NH2:13][C:2]1[N:3]=[N:4][C:5]([Cl:12])=[CH:6][C:7]=1[C:8]([NH:10][CH3:11])=[O:9].[NH2:13][C:5]1[N:4]=[N:3][C:2]([Cl:1])=[C:7]([C:8]([NH:10][CH3:11])=[O:9])[CH:6]=1. (8) Given the reactants [NH2:1][C:2]1[CH:3]=[C:4]2[C:8](=[CH:9][C:10]=1[CH2:11][O:12][C:13](=[O:15])[CH3:14])[N:7]([C:16]([C:29]1[CH:34]=[CH:33][CH:32]=[CH:31][CH:30]=1)([C:23]1[CH:28]=[CH:27][CH:26]=[CH:25][CH:24]=1)[C:17]1[CH:22]=[CH:21][CH:20]=[CH:19][CH:18]=1)[N:6]=[C:5]2[Br:35].[C:36]([O:40][C:41]([N:43]1[CH2:47][CH2:46][CH:45]([C:48](O)=[O:49])[CH2:44]1)=[O:42])([CH3:39])([CH3:38])[CH3:37].CN(C(ON1N=NC2C=CC=NC1=2)=[N+](C)C)C.F[P-](F)(F)(F)(F)F.C(N(CC)CC)C, predict the reaction product. The product is: [C:36]([O:40][C:41]([N:43]1[CH2:47][CH2:46][CH:45]([C:48](=[O:49])[NH:1][C:2]2[CH:3]=[C:4]3[C:8](=[CH:9][C:10]=2[CH2:11][O:12][C:13](=[O:15])[CH3:14])[N:7]([C:16]([C:17]2[CH:22]=[CH:21][CH:20]=[CH:19][CH:18]=2)([C:23]2[CH:24]=[CH:25][CH:26]=[CH:27][CH:28]=2)[C:29]2[CH:34]=[CH:33][CH:32]=[CH:31][CH:30]=2)[N:6]=[C:5]3[Br:35])[CH2:44]1)=[O:42])([CH3:39])([CH3:38])[CH3:37].